Dataset: Reaction yield outcomes from USPTO patents with 853,638 reactions. Task: Predict the reaction yield, written as a fraction of the theoretical maximum amount of product (1.0 means a 100% yield; for example, 0.34 means a 34% yield). (1) The reactants are [N:1]1[CH:6]=[CH:5][C:4]([C:7]([OH:11])([C:9]#[CH:10])[CH3:8])=[N:3][CH:2]=1.[OH:12][C:13]1[CH:14]=[CH:15][C:16]([CH2:20][C:21]([O:23][CH2:24][CH3:25])=[O:22])=[N:17][C:18]=1I. The catalyst is CCN(CC)CC.[Cu]I.Cl[Pd](Cl)([P](C1C=CC=CC=1)(C1C=CC=CC=1)C1C=CC=CC=1)[P](C1C=CC=CC=1)(C1C=CC=CC=1)C1C=CC=CC=1. The product is [OH:11][C:7]([C:9]1[O:12][C:13]2[C:18](=[N:17][C:16]([CH2:20][C:21]([O:23][CH2:24][CH3:25])=[O:22])=[CH:15][CH:14]=2)[CH:10]=1)([C:4]1[CH:5]=[CH:6][N:1]=[CH:2][N:3]=1)[CH3:8]. The yield is 0.380. (2) The reactants are C([O:5][C:6]([C@H:8]1[CH2:12][CH2:11][CH2:10][N:9]1[C:13](=[O:39])[CH2:14][O:15][C:16]1[CH:21]=[CH:20][CH:19]=[C:18]([O:22][CH2:23][C:24]([N:26]2[CH2:30][CH2:29][CH2:28][C@@H:27]2[C:31]([O:33]C(C)(C)C)=[O:32])=[O:25])[C:17]=1[CH3:38])=[O:7])(C)(C)C. The catalyst is FC(F)(F)C(O)=O. The product is [C:31]([C@H:27]1[CH2:28][CH2:29][CH2:30][N:26]1[C:24](=[O:25])[CH2:23][O:22][C:18]1[C:17]([CH3:38])=[C:16]([CH:21]=[CH:20][CH:19]=1)[O:15][CH2:14][C:13]([N:9]1[CH2:10][CH2:11][CH2:12][C@@H:8]1[C:6]([OH:7])=[O:5])=[O:39])([OH:33])=[O:32]. The yield is 0.950. (3) The reactants are Br[C:2]1[CH:11]=[CH:10][CH:9]=[C:8]2[C:3]=1[CH:4]=[CH:5][N:6]=[CH:7]2.[O:12]=[C:13]1[NH:18][CH2:17][CH2:16][N:15]([C:19]([O:21][C:22]([CH3:25])([CH3:24])[CH3:23])=[O:20])[CH2:14]1.N1C2C(=CC=C3C=2N=CC=C3)C=CC=1.C([O-])([O-])=O.[K+].[K+]. The catalyst is [Cu]I.CS(C)=O. The product is [CH:7]1[C:8]2[C:3](=[C:2]([N:18]3[CH2:17][CH2:16][N:15]([C:19]([O:21][C:22]([CH3:24])([CH3:23])[CH3:25])=[O:20])[CH2:14][C:13]3=[O:12])[CH:11]=[CH:10][CH:9]=2)[CH:4]=[CH:5][N:6]=1. The yield is 0.540. (4) The reactants are C([O:8][C:9](=[O:25])[CH:10]([NH:17][C:18]([O:20][C:21]([CH3:24])([CH3:23])[CH3:22])=[O:19])[CH:11]([O:13][C:14](=[O:16])[CH3:15])[CH3:12])C1C=CC=CC=1. The catalyst is CCOC(C)=O.[Pd]. The product is [C:14]([O:13][C@H:11]([CH3:12])[C@H:10]([NH:17][C:18]([O:20][C:21]([CH3:24])([CH3:23])[CH3:22])=[O:19])[C:9]([OH:25])=[O:8])(=[O:16])[CH3:15]. The yield is 0.700. (5) The reactants are [NH2:1][C:2]1[N:7]=[CH:6][N:5]=[C:4]2[N:8]([CH2:12][C@H:13]3[CH2:17][CH2:16][CH2:15][N:14]3[C:18]([O:20][C:21]([CH3:24])([CH3:23])[CH3:22])=[O:19])[N:9]=[C:10](I)[C:3]=12.[F:25][C:26]1[CH:27]=[C:28]([CH:45]=[C:46]([F:48])[CH:47]=1)[O:29][C:30]1[CH:35]=[CH:34][C:33](B2OC(C)(C)C(C)(C)O2)=[CH:32][CH:31]=1.O1CCOCC1.C(=O)([O-])[O-].[Na+].[Na+]. The catalyst is O. The product is [NH2:1][C:2]1[N:7]=[CH:6][N:5]=[C:4]2[N:8]([CH2:12][C@H:13]3[CH2:17][CH2:16][CH2:15][N:14]3[C:18]([O:20][C:21]([CH3:24])([CH3:23])[CH3:22])=[O:19])[N:9]=[C:10]([C:33]3[CH:32]=[CH:31][C:30]([O:29][C:28]4[CH:45]=[C:46]([F:48])[CH:47]=[C:26]([F:25])[CH:27]=4)=[CH:35][CH:34]=3)[C:3]=12. The yield is 0.810.